From a dataset of Forward reaction prediction with 1.9M reactions from USPTO patents (1976-2016). Predict the product of the given reaction. (1) Given the reactants [C:1]([NH:11][C@H:12]([C:20]([OH:22])=O)[CH2:13][C:14]1[CH:19]=[CH:18][CH:17]=[CH:16][CH:15]=1)([O:3][CH2:4][C:5]1[CH:10]=[CH:9][CH:8]=[CH:7][CH:6]=1)=[O:2].O=S(Cl)[Cl:25], predict the reaction product. The product is: [C:1]([NH:11][C@H:12]([C:20]([Cl:25])=[O:22])[CH2:13][C:14]1[CH:19]=[CH:18][CH:17]=[CH:16][CH:15]=1)([O:3][CH2:4][C:5]1[CH:10]=[CH:9][CH:8]=[CH:7][CH:6]=1)=[O:2]. (2) Given the reactants [C:1]([N:8]([N:14]=[N+:15]=[N-:16])[C@H:9]([C:11]([OH:13])=[O:12])[CH3:10])([O:3][C:4]([CH3:7])([CH3:6])[CH3:5])=[O:2].[CH2:17](Br)[C:18]1[CH:23]=[CH:22][CH:21]=[CH:20][CH:19]=1.C(N(C(C)C)CC)(C)C, predict the reaction product. The product is: [CH2:17]([O:12][C:11](=[O:13])[C@H:9]([CH3:10])[N:8]([C:1]([O:3][C:4]([CH3:7])([CH3:5])[CH3:6])=[O:2])[N:14]=[N+:15]=[N-:16])[C:18]1[CH:23]=[CH:22][CH:21]=[CH:20][CH:19]=1. (3) Given the reactants C([O:4][C@@H:5]1[C@@H:10]([O:11]C(=O)C)[C@H:9]([O:15]C(=O)C)[C@@H:8]([CH2:19][O:20]C(=O)C)[O:7][C:6]1([C:26]1[CH:31]=[CH:30][C:29]([CH:32]2[CH2:34][CH2:33]2)=[C:28]([CH2:35][C:36]2[CH:45]=[CH:44][C:39]3[O:40][CH2:41][CH2:42][O:43][C:38]=3[CH:37]=2)[CH:27]=1)[O:24][CH3:25])(=O)C.O[Li].O, predict the reaction product. The product is: [CH:32]1([C:29]2[CH:30]=[CH:31][C:26]([C:6]3([O:24][CH3:25])[C@H:5]([OH:4])[C@@H:10]([OH:11])[C@H:9]([OH:15])[C@@H:8]([CH2:19][OH:20])[O:7]3)=[CH:27][C:28]=2[CH2:35][C:36]2[CH:45]=[CH:44][C:39]3[O:40][CH2:41][CH2:42][O:43][C:38]=3[CH:37]=2)[CH2:34][CH2:33]1. (4) Given the reactants C([O:3][C:4](=[O:29])[CH:5]=[CH:6][C:7]1[CH:12]=[CH:11][CH:10]=[C:9]([NH:13][C:14]([C:16]2[CH:28]=[CH:27][C:19]3[O:20][C:21]4[CH:26]=[CH:25][CH:24]=[CH:23][C:22]=4[C:18]=3[CH:17]=2)=[O:15])[CH:8]=1)C.CO.C1COCC1.Cl, predict the reaction product. The product is: [CH:17]1[C:18]2[C:22]3[CH:23]=[CH:24][CH:25]=[CH:26][C:21]=3[O:20][C:19]=2[CH:27]=[CH:28][C:16]=1[C:14]([NH:13][C:9]1[CH:8]=[C:7]([CH:6]=[CH:5][C:4]([OH:29])=[O:3])[CH:12]=[CH:11][CH:10]=1)=[O:15]. (5) Given the reactants C([O:3][C:4]([C:6]1[N:11]=[C:10]([O:12][C:13]2[CH:22]=[CH:21][C:20]3[C:15](=[CH:16][CH:17]=[CH:18][C:19]=3[C:23](=[O:36])[NH:24][C:25]3[CH:30]=[CH:29][C:28]([F:31])=[C:27]([C:32]([F:35])([F:34])[F:33])[CH:26]=3)[CH:14]=2)[CH:9]=[CH:8][N:7]=1)=O)C.[BH4-].[Na+], predict the reaction product. The product is: [F:31][C:28]1[CH:29]=[CH:30][C:25]([NH:24][C:23]([C:19]2[C:20]3[C:15](=[CH:14][C:13]([O:12][C:10]4[CH:9]=[CH:8][N:7]=[C:6]([CH2:4][OH:3])[N:11]=4)=[CH:22][CH:21]=3)[CH:16]=[CH:17][CH:18]=2)=[O:36])=[CH:26][C:27]=1[C:32]([F:34])([F:33])[F:35]. (6) Given the reactants [CH2:1]([S:11][CH2:12][CH2:13][OH:14])[CH2:2][CH2:3][CH2:4][CH2:5][CH2:6][CH2:7][CH2:8][CH2:9][CH3:10].C(N(CC)C(C)C)(C)C, predict the reaction product. The product is: [CH2:1]([S:11][CH2:12][CH:13]=[O:14])[CH2:2][CH2:3][CH2:4][CH2:5][CH2:6][CH2:7][CH2:8][CH2:9][CH3:10]. (7) Given the reactants [Cl:1][C:2]1[N:3]=[C:4]([N:22]2[CH2:27][CH2:26][O:25][CH2:24][CH2:23]2)[C:5]2[S:10][C:9]([CH2:11][N:12]3[CH2:15][C:14]4([CH2:20][CH2:19][N:18](C)[CH2:17][CH2:16]4)[CH2:13]3)=[CH:8][C:6]=2[N:7]=1.C(OC(N1CCC2(CNC2)CC1)=O)(C)(C)C.[C:44]([O:48][C:49]([N:51]1[CH2:76][CH2:75][C:54]2([CH2:57][N:56]([CH2:58][C:59]3[S:67][C:66]4[C:65]([N:68]5[CH2:73][CH2:72][O:71][CH2:70][CH2:69]5)=[N:64][C:63]([Cl:74])=[N:62][C:61]=4[CH:60]=3)[CH2:55]2)[CH2:53][CH2:52]1)=[O:50])([CH3:47])([CH3:46])[CH3:45], predict the reaction product. The product is: [C:44]([O:48][C:49]([N:51]1[CH2:52][CH2:53][C:54]2([CH2:57][N:56]([CH2:58][C:59]3[S:67][C:66]4[C:65]([N:68]5[CH2:69][CH2:70][O:71][CH2:72][CH2:73]5)=[N:64][C:63]([Cl:74])=[N:62][C:61]=4[CH:60]=3)[CH2:55]2)[CH2:75][CH2:76]1)=[O:50])([CH3:47])([CH3:45])[CH3:46].[Cl:1][C:2]1[N:3]=[C:4]([N:22]2[CH2:27][CH2:26][O:25][CH2:24][CH2:23]2)[C:5]2[S:10][C:9]([CH2:11][N:12]3[CH2:13][C:14]4([CH2:20][CH2:19][NH:18][CH2:17][CH2:16]4)[CH2:15]3)=[CH:8][C:6]=2[N:7]=1.